This data is from Reaction yield outcomes from USPTO patents with 853,638 reactions. The task is: Predict the reaction yield, written as a fraction of the theoretical maximum amount of product (1.0 means a 100% yield; for example, 0.34 means a 34% yield). (1) The reactants are CS(O[CH2:6][C@H:7]([C:16]1[CH:21]=[CH:20][CH:19]=[CH:18][CH:17]=1)[NH:8][C:9]([O:11][C:12]([CH3:15])([CH3:14])[CH3:13])=[O:10])(=O)=O.[N-:22]=[N+:23]=[N-:24].[Na+].O. The catalyst is CN(C=O)C. The product is [C:16]1([C@H:7]([NH:8][C:9]([O:11][C:12]([CH3:15])([CH3:14])[CH3:13])=[O:10])[CH2:6][N:22]=[N+:23]=[N-:24])[CH:21]=[CH:20][CH:19]=[CH:18][CH:17]=1. The yield is 0.760. (2) The reactants are [CH:1]1[C:13]2[C:12](=[CH:14][C:15]([NH:17][CH2:18][C:19]([OH:21])=O)=[O:16])[C:11]3[C:6](=[CH:7][CH:8]=[CH:9][CH:10]=3)[C:5]=2[CH:4]=[CH:3][CH:2]=1.Cl.C(N=C=NCCCN(C)C)C.O[C:35]1[C:43]2[N:42]=N[NH:40][C:39]=2[CH:38]=[CH:37][CH:36]=1.C(N(CC)CC)C.C1(N)C=CC=CC=1N. The catalyst is [Cl-].[Na+].O.CN(C=O)C. The product is [CH:1]1[C:13]2[C:12](=[CH:14][C:15]([NH:17][CH2:18][C:19]([NH:40][C:39]3[CH:38]=[CH:37][CH:36]=[CH:35][C:43]=3[NH2:42])=[O:21])=[O:16])[C:11]3[C:6](=[CH:7][CH:8]=[CH:9][CH:10]=3)[C:5]=2[CH:4]=[CH:3][CH:2]=1. The yield is 0.800. (3) The catalyst is C1(C)C=CC=CC=1.C1C=CC(P(C2C=CC=CC=2)[C-]2C=CC=C2)=CC=1.C1C=CC(P(C2C=CC=CC=2)[C-]2C=CC=C2)=CC=1.Cl[Pd]Cl.[Fe+2].O. The yield is 0.820. The reactants are Br[C:2]1[C:7]([CH3:8])=[CH:6][CH:5]=[CH:4][N:3]=1.C([O-])([O-])=O.[K+].[K+].N#N.[C:17]([O:21][C:22]([C:24]1[CH:25]=[C:26](B(O)O)[CH:27]=[CH:28][CH:29]=1)=[O:23])([CH3:20])([CH3:19])[CH3:18].C(Cl)Cl.CS(O)(=O)=O.[OH-].[Na+]. The product is [C:17]([O:21][C:22](=[O:23])[C:24]1[CH:25]=[CH:26][CH:27]=[C:28]([C:2]2[C:7]([CH3:8])=[CH:6][CH:5]=[CH:4][N:3]=2)[CH:29]=1)([CH3:20])([CH3:18])[CH3:19]. (4) The reactants are [C:1]([O:4][CH:5]1[CH2:10][CH2:9][N:8]([C:11]2[CH:16]=[CH:15][C:14]([Br:17])=[CH:13]N=2)[CH2:7][CH2:6]1)(=[O:3])[CH3:2].Br[C:19]1C=CC(N2CCC(O)CC2)=CC=1. No catalyst specified. The product is [C:1]([O:4][CH:5]1[CH2:10][CH2:9][N:8]([C:11]2[CH:19]=[CH:13][C:14]([Br:17])=[CH:15][CH:16]=2)[CH2:7][CH2:6]1)(=[O:3])[CH3:2]. The yield is 0.920. (5) The reactants are [CH2:1]([Mg]Cl)[C:2]1[CH:7]=[CH:6][CH:5]=[CH:4][CH:3]=1.I[C:11]1[CH:29]=[CH:28][C:14]([C:15]([NH:17][CH:18]2[CH2:23][C:22]([CH3:25])([CH3:24])[NH:21][C:20]([CH3:27])([CH3:26])[CH2:19]2)=[O:16])=[CH:13][CH:12]=1. The catalyst is C(=O)(O)[O-].[Na+].[Cl-].[Zn+2].[Cl-]. The product is [CH2:1]([C:11]1[CH:29]=[CH:28][C:14]([C:15]([NH:17][CH:18]2[CH2:23][C:22]([CH3:24])([CH3:25])[NH:21][C:20]([CH3:27])([CH3:26])[CH2:19]2)=[O:16])=[CH:13][CH:12]=1)[C:2]1[CH:7]=[CH:6][CH:5]=[CH:4][CH:3]=1. The yield is 0.320. (6) The reactants are [F:1][C:2]1[CH:7]=[C:6]([F:8])[CH:5]=[CH:4][C:3]=1[C:9]([OH:32])([CH2:26][N:27]1[CH:31]=[N:30][N:29]=[N:28]1)[C:10]([C:13]1[N:18]=[CH:17][C:16](/[CH:19]=[CH:20]/[C:21]([O:23][CH2:24][CH3:25])=[O:22])=[CH:15][CH:14]=1)([F:12])[F:11]. The catalyst is C(O)C.[Pd]. The product is [F:1][C:2]1[CH:7]=[C:6]([F:8])[CH:5]=[CH:4][C:3]=1[C:9]([OH:32])([CH2:26][N:27]1[CH:31]=[N:30][N:29]=[N:28]1)[C:10]([C:13]1[N:18]=[CH:17][C:16]([CH2:19][CH2:20][C:21]([O:23][CH2:24][CH3:25])=[O:22])=[CH:15][CH:14]=1)([F:11])[F:12]. The yield is 0.500. (7) The reactants are [F:1][C:2]1[CH:3]=[CH:4][C:5]2[N:6]([C:8]([C:11]3[N:16]=[C:15]([O:17]C)[CH:14]=[CH:13][N:12]=3)=[CH:9][N:10]=2)[CH:7]=1.[OH-].[K+]. The catalyst is C(O)C. The product is [F:1][C:2]1[CH:3]=[CH:4][C:5]2[N:6]([C:8]([C:11]3[N:16]=[C:15]([OH:17])[CH:14]=[CH:13][N:12]=3)=[CH:9][N:10]=2)[CH:7]=1. The yield is 0.700. (8) The reactants are Br[C:2]1[CH:7]=[CH:6][C:5]([CH:8]([CH3:15])[CH2:9][NH:10][S:11]([CH3:14])(=[O:13])=[O:12])=[CH:4][CH:3]=1.[CH3:16][C:17]1[CH:22]=[CH:21][C:20](B(O)O)=[CH:19][CH:18]=1.C(=O)([O-])[O-].[K+].[K+].O. The catalyst is C1(C)C=CC=CC=1.C(OCC)C. The product is [CH3:16][C:17]1[CH:22]=[CH:21][C:20]([C:2]2[CH:7]=[CH:6][C:5]([CH:8]([CH3:15])[CH2:9][NH:10][S:11]([CH3:14])(=[O:13])=[O:12])=[CH:4][CH:3]=2)=[CH:19][CH:18]=1. The yield is 0.430. (9) The reactants are C([NH:9][C:10]([NH:12][C:13]1[CH:18]=[C:17]([Br:19])[C:16]([F:20])=[CH:15][C:14]=1[F:21])=[S:11])(=O)C1C=CC=CC=1.[OH-].[Na+]. The catalyst is C1COCC1.O. The product is [Br:19][C:17]1[C:16]([F:20])=[CH:15][C:14]([F:21])=[C:13]([NH:12][C:10]([NH2:9])=[S:11])[CH:18]=1. The yield is 0.830.